Predict the product of the given reaction. From a dataset of Forward reaction prediction with 1.9M reactions from USPTO patents (1976-2016). (1) Given the reactants N12CCCN=C1CCCCC2.[CH2:12]1[C:20]2[C:15](=[CH:16][CH:17]=[CH:18][CH:19]=2)[CH2:14][CH:13]1[NH:21][C:22]1[N:23]=[CH:24][C:25]2[CH2:31][N:30]([C:32](=[O:35])[CH:33]=[CH2:34])[CH2:29][CH2:28][C:26]=2[N:27]=1.[CH2:36]([OH:39])[C:37]#[CH:38], predict the reaction product. The product is: [CH2:12]1[C:20]2[C:15](=[CH:16][CH:17]=[CH:18][CH:19]=2)[CH2:14][CH:13]1[NH:21][C:22]1[N:23]=[CH:24][C:25]2[CH2:31][N:30]([C:32](=[O:35])[CH2:33][CH2:34][O:39][CH2:36][C:37]#[CH:38])[CH2:29][CH2:28][C:26]=2[N:27]=1. (2) Given the reactants C(O[C:10]1[CH:15]=[CH:14][C:13]([C:16](=[O:18])[CH3:17])=[CH:12][C:11]=1C(F)(F)F)CCCCCCC.CCOC(C)=O.[N-:29]=[N+:30]=[N-:31].[Na+], predict the reaction product. The product is: [N:29]([CH2:17][C:16]([C:13]1[CH:14]=[CH:15][CH:10]=[CH:11][CH:12]=1)=[O:18])=[N+:30]=[N-:31]. (3) The product is: [CH2:26]([O:25][C:23](=[O:24])[NH:1][CH2:2][CH:3]([C:14]1[CH:19]=[CH:18][C:17]([Cl:20])=[C:16]([Cl:21])[CH:15]=1)[CH:4]([OH:5])[C:6]1[C:7]([O:12][CH3:13])=[N:8][CH:9]=[CH:10][CH:11]=1)[CH3:27]. Given the reactants [NH2:1][CH2:2][CH:3]([C:14]1[CH:19]=[CH:18][C:17]([Cl:20])=[C:16]([Cl:21])[CH:15]=1)[CH:4]([C:6]1[C:7]([O:12][CH3:13])=[N:8][CH:9]=[CH:10][CH:11]=1)[OH:5].Cl[C:23]([O:25][CH2:26][CH3:27])=[O:24], predict the reaction product. (4) Given the reactants [CH3:1][N:2]1[CH:6]2[CH2:7][NH:8][CH:4]([CH2:5]2)[CH2:3]1.Cl.Cl.F[C:12]1[CH:17]=[CH:16][C:15]([N+:18]([O-:20])=[O:19])=[CH:14][C:13]=1[CH3:21].C([O-])([O-])=O.[K+].[K+], predict the reaction product. The product is: [CH3:1][N:2]1[CH2:3][C@@H:4]2[CH2:5][C@H:6]1[CH2:7][N:8]2[C:12]1[CH:17]=[CH:16][C:15]([N+:18]([O-:20])=[O:19])=[CH:14][C:13]=1[CH3:21]. (5) Given the reactants [I-:1].[I-].[I-].[CH2:4]([N:6]([CH2:21][CH3:22])[C:7]1[CH:8]=[CH:9][C:10]2[NH2+:11][C:12]3[C:17]([S:18][C:19]=2[CH:20]=1)=[CH:16][CH:15]=[CH:14][CH:13]=3)[CH3:5].[CH2:23]([N:25]([C:28]1C=[CH:30][C:31]2[NH2+:32]C3C(S[C:40]=2[CH:41]=1)=CC=CC=3)[CH2:26][CH3:27])[CH3:24].C(N(C1C=CC2[NH2+]C3C(SC=2C=1)=CC=CC=3)CC)C.C(N(CC)CCCC(N)C)C, predict the reaction product. The product is: [I-:1].[CH2:21]([N:6]([CH2:4][CH3:5])[C:7]1[CH:8]=[CH:9][C:10]2[NH2+:11][C:12]3[C:17]([S:18][C:19]=2[CH:20]=1)=[CH:16][C:15]([NH:32][CH:31]([CH2:40][CH2:41][CH2:28][N:25]([CH2:26][CH3:27])[CH2:23][CH3:24])[CH3:30])=[CH:14][CH:13]=3)[CH3:22]. (6) The product is: [C:1]([C:3]1[N:7]2[N:8]=[C:9]([C:12]3[CH:13]=[CH:14][C:15]([C:16]([N:22]4[CH2:27][CH2:26][O:25][CH2:24][CH2:23]4)=[O:18])=[CH:19][CH:20]=3)[CH:10]=[CH:11][C:6]2=[N:5][CH:4]=1)#[CH:2]. Given the reactants [C:1]([C:3]1[N:7]2[N:8]=[C:9]([C:12]3[CH:20]=[CH:19][C:15]([C:16]([OH:18])=O)=[CH:14][CH:13]=3)[CH:10]=[CH:11][C:6]2=[N:5][CH:4]=1)#[CH:2].C[N:22]1[CH2:27][CH2:26][O:25][CH2:24][CH2:23]1.CN(C(ON1N=NC2C=CC=NC1=2)=[N+](C)C)C.F[P-](F)(F)(F)(F)F.N1CCOCC1, predict the reaction product. (7) Given the reactants [CH:1]([N-:4][CH:5]([CH3:7])[CH3:6])([CH3:3])[CH3:2].[Li+].[Cl:9][C:10]1[C:14](Cl)=[N:13][S:12][N:11]=1, predict the reaction product. The product is: [Cl:9][C:10](=[N:11][S:12][N:4]([CH:5]([CH3:7])[CH3:6])[CH:1]([CH3:3])[CH3:2])[C:14]#[N:13]. (8) Given the reactants [H-].[Na+].[F:3][C:4]([F:15])([F:14])[C:5]1[CH:13]=[CH:12][CH:11]=[C:10]2[C:6]=1[CH:7]=[CH:8][NH:9]2.[C:16]1([S:22](Cl)(=[O:24])=[O:23])[CH:21]=[CH:20][CH:19]=[CH:18][CH:17]=1.[Cl-].[NH4+], predict the reaction product. The product is: [C:16]1([S:22]([N:9]2[C:10]3[C:6](=[C:5]([C:4]([F:3])([F:14])[F:15])[CH:13]=[CH:12][CH:11]=3)[CH:7]=[CH:8]2)(=[O:24])=[O:23])[CH:21]=[CH:20][CH:19]=[CH:18][CH:17]=1.